This data is from Full USPTO retrosynthesis dataset with 1.9M reactions from patents (1976-2016). The task is: Predict the reactants needed to synthesize the given product. (1) Given the product [Cl:1][C:2]1[N:3]=[C:4]([C:9]([NH:11][C@H:12]2[CH2:17][CH2:16][N:15]([C:18]3[S:19][C:20]([C:26]([O:28][CH2:29][CH3:30])=[O:27])=[C:21]([C:23](=[O:25])[N:35]([CH3:36])[CH3:34])[N:22]=3)[CH2:14][C@H:13]2[O:31][CH3:32])=[O:10])[NH:5][C:6]=1[CH2:7][CH3:8], predict the reactants needed to synthesize it. The reactants are: [Cl:1][C:2]1[N:3]=[C:4]([C:9]([NH:11][C@H:12]2[CH2:17][CH2:16][N:15]([C:18]3[S:19][C:20]([C:26]([O:28][CH2:29][CH3:30])=[O:27])=[C:21]([C:23]([OH:25])=O)[N:22]=3)[CH2:14][C@H:13]2[O:31][CH3:32])=[O:10])[NH:5][C:6]=1[CH2:7][CH3:8].Cl.[CH3:34][NH:35][CH3:36].CCN=C=NCCCN(C)C.Cl.C1C=CC2N(O)N=NC=2C=1. (2) Given the product [Cl:29][C:28]1[CH:27]=[CH:26][C:24]([NH:25][CH:2]([C:14]2[CH:19]=[CH:18][CH:17]=[CH:16][CH:15]=2)[C:3]([C:5]2[C:13]3[C:8](=[CH:9][CH:10]=[CH:11][CH:12]=3)[NH:7][CH:6]=2)=[O:4])=[CH:23][C:22]=1[O:21][CH3:20], predict the reactants needed to synthesize it. The reactants are: Cl[CH:2]([C:14]1[CH:19]=[CH:18][CH:17]=[CH:16][CH:15]=1)[C:3]([C:5]1[C:13]2[C:8](=[CH:9][CH:10]=[CH:11][CH:12]=2)[NH:7][CH:6]=1)=[O:4].[CH3:20][O:21][C:22]1[CH:23]=[C:24]([CH:26]=[CH:27][C:28]=1[Cl:29])[NH2:25].CCN(C(C)C)C(C)C. (3) Given the product [CH3:1][C@H:2]([NH:7][C:8]([C:10]1[C:18]2[C:13](=[N:14][CH:15]=[C:16]([C:41]3[S:42][C:38]([C:36](=[O:37])[NH:35][CH2:28][C:29]4[CH:34]=[CH:33][CH:32]=[CH:31][CH:30]=4)=[CH:39][CH:40]=3)[N:17]=2)[N:12]([CH2:20][O:21][CH2:22][CH2:23][Si:24]([CH3:27])([CH3:26])[CH3:25])[CH:11]=1)=[O:9])[C:3]([CH3:6])([CH3:5])[CH3:4], predict the reactants needed to synthesize it. The reactants are: [CH3:1][C@H:2]([NH:7][C:8]([C:10]1[C:18]2[C:13](=[N:14][CH:15]=[C:16](Br)[N:17]=2)[N:12]([CH2:20][O:21][CH2:22][CH2:23][Si:24]([CH3:27])([CH3:26])[CH3:25])[CH:11]=1)=[O:9])[C:3]([CH3:6])([CH3:5])[CH3:4].[CH2:28]([NH:35][C:36]([C:38]1[S:42][C:41](B(O)O)=[CH:40][CH:39]=1)=[O:37])[C:29]1[CH:34]=[CH:33][CH:32]=[CH:31][CH:30]=1.C([O-])([O-])=O.[Na+].[Na+]. (4) Given the product [Cl:36][C:19]1[C:20]([NH:22][C:23]2[C:28]([O:29][CH:30]3[CH2:34][CH2:33][O:32][CH2:31]3)=[CH:27][CH:26]=[CH:25][C:24]=2[F:35])=[N:21][C:16]([NH:1][C:2]2[CH:3]=[CH:4][C:5]3[N:11]([CH3:12])[C:10](=[O:13])[O:9][CH2:8][CH2:7][C:6]=3[CH:14]=2)=[N:17][CH:18]=1, predict the reactants needed to synthesize it. The reactants are: [NH2:1][C:2]1[CH:3]=[CH:4][C:5]2[N:11]([CH3:12])[C:10](=[O:13])[O:9][CH2:8][CH2:7][C:6]=2[CH:14]=1.Cl[C:16]1[N:21]=[C:20]([NH:22][C:23]2[C:28]([O:29][CH:30]3[CH2:34][CH2:33][O:32][CH2:31]3)=[CH:27][CH:26]=[CH:25][C:24]=2[F:35])[C:19]([Cl:36])=[CH:18][N:17]=1.